The task is: Predict the product of the given reaction.. This data is from Forward reaction prediction with 1.9M reactions from USPTO patents (1976-2016). Given the reactants [Cl:1][C:2]1[C:7]([Cl:8])=[CH:6][CH:5]=[CH:4][C:3]=1[C:9]([N:11]1[CH2:16][C:15](OCC)=[N:14][CH2:13][CH2:12]1)=[O:10].[N:20]1[CH:25]=[CH:24][N:23]=[CH:22][C:21]=1[C:26]([NH:28][NH2:29])=O, predict the reaction product. The product is: [Cl:1][C:2]1[C:7]([Cl:8])=[CH:6][CH:5]=[CH:4][C:3]=1[C:9]([N:11]1[CH2:12][CH2:13][N:14]2[C:26]([C:21]3[CH:22]=[N:23][CH:24]=[CH:25][N:20]=3)=[N:28][N:29]=[C:15]2[CH2:16]1)=[O:10].